From a dataset of Catalyst prediction with 721,799 reactions and 888 catalyst types from USPTO. Predict which catalyst facilitates the given reaction. (1) Reactant: [CH2:1]([NH:5][C:6]1[CH:11]=[CH:10][CH:9]=[CH:8][CH:7]=1)[CH2:2][CH2:3][CH3:4].Cl(O)(=O)(=O)=O.[OH-:17].[NH4+:18]. Product: [CH2:1]([NH:5][C:6]1[CH:11]=[CH:10][C:9]([N:18]2[CH2:10][CH2:11][C:6](=[O:17])[CH2:7][CH2:8]2)=[CH:8][CH:7]=1)[CH2:2][CH2:3][CH3:4]. The catalyst class is: 33. (2) Reactant: [OH:1][CH2:2][C@@H:3]([NH:18][C:19](=[O:25])[O:20][C:21]([CH3:24])([CH3:23])[CH3:22])[C@H:4]([C:8]1[CH:13]=[CH:12][C:11]([C:14]([F:17])([F:16])[F:15])=[CH:10][CH:9]=1)/[CH:5]=[CH:6]/[CH3:7].CCN(C(C)C)C(C)C.FC(F)(F)S(O[Si:41]([C:44]([CH3:47])([CH3:46])[CH3:45])([CH3:43])[CH3:42])(=O)=O. Product: [Si:41]([O:1][CH2:2][C@@H:3]([NH:18][C:19](=[O:25])[O:20][C:21]([CH3:24])([CH3:23])[CH3:22])[C@H:4]([C:8]1[CH:13]=[CH:12][C:11]([C:14]([F:17])([F:16])[F:15])=[CH:10][CH:9]=1)/[CH:5]=[CH:6]/[CH3:7])([C:44]([CH3:47])([CH3:46])[CH3:45])([CH3:43])[CH3:42]. The catalyst class is: 2. (3) Reactant: [C:1]1([C@@H:7]2[CH2:12][CH2:11][CH2:10][NH:9][CH2:8]2)[CH:6]=[CH:5][CH:4]=[CH:3][CH:2]=1.C(O)(=O)C.[CH:17](=O)[CH2:18][CH3:19].C(O[BH-](OC(=O)C)OC(=O)C)(=O)C.[Na+]. Product: [C:1]1([C@@H:7]2[CH2:12][CH2:11][CH2:10][N:9]([CH2:17][CH2:18][CH3:19])[CH2:8]2)[CH:6]=[CH:5][CH:4]=[CH:3][CH:2]=1. The catalyst class is: 46.